From a dataset of Reaction yield outcomes from USPTO patents with 853,638 reactions. Predict the reaction yield, written as a fraction of the theoretical maximum amount of product (1.0 means a 100% yield; for example, 0.34 means a 34% yield). (1) The reactants are I[CH2:2][C@@H:3]([CH3:17])[CH2:4][N:5]1[C:10]2[CH:11]=[C:12]([CH3:15])[CH:13]=[CH:14][C:9]=2[O:8][CH2:7][C:6]1=[O:16].CCN(CC)CC.[CH:25](=[C:29]1[CH2:34][CH2:33][NH:32][CH2:31][CH2:30]1)[CH2:26][CH2:27][CH3:28]. The catalyst is C(Cl)Cl.CC(C)=O.CO. The product is [CH:25](=[C:29]1[CH2:34][CH2:33][N:32]([CH2:2][C@@H:3]([CH3:17])[CH2:4][N:5]2[C:10]3[CH:11]=[C:12]([CH3:15])[CH:13]=[CH:14][C:9]=3[O:8][CH2:7][C:6]2=[O:16])[CH2:31][CH2:30]1)[CH2:26][CH2:27][CH3:28]. The yield is 0.580. (2) The reactants are [BH4-].[Na+].[Cl:3][C:4]1[CH:5]=[C:6]([C@@H:10]([OH:15])[C:11](OC)=[O:12])[CH:7]=[CH:8][CH:9]=1.[Cl-].[NH4+]. The catalyst is CO. The product is [Cl:3][C:4]1[CH:5]=[C:6]([C@@H:10]([OH:15])[CH2:11][OH:12])[CH:7]=[CH:8][CH:9]=1. The yield is 0.930. (3) The catalyst is O1CCOCC1. The product is [Br:1][C:2]1[CH:3]=[C:4]([C:7]2[N:13]([CH2:14][C:15]3[CH:20]=[CH:19][C:18]([F:21])=[CH:17][C:16]=3[F:22])[C:11](=[O:12])[C:10]3[C:9]([CH:8]=2)=[CH:26][CH:25]=[CH:24][C:23]=3[Cl:27])[O:5][CH:6]=1. The reactants are [Br:1][C:2]1[CH:3]=[C:4]([C:7](=O)[CH2:8][C:9]2[CH:26]=[CH:25][CH:24]=[C:23]([Cl:27])[C:10]=2[C:11]([NH:13][CH2:14][C:15]2[CH:20]=[CH:19][C:18]([F:21])=[CH:17][C:16]=2[F:22])=[O:12])[O:5][CH:6]=1.O.C1(C)C=CC(S(O)(=O)=O)=CC=1.CCN(CC)CC. The yield is 0.820. (4) The reactants are C[O:2][C:3](=[O:49])[CH2:4][C@H:5]([OH:48])[CH2:6][C@H:7]([OH:47])[CH:8]=[CH:9][C:10]1[N:11]([CH:44]([CH3:46])[CH3:45])[C:12]([C:28](=[O:43])[NH:29][CH2:30][C:31]2[CH:36]=[CH:35][C:34]([C:37]([O:39][CH:40]([CH3:42])[CH3:41])=[O:38])=[CH:33][CH:32]=2)=[C:13]([C:22]2[CH:27]=[CH:26][CH:25]=[CH:24][CH:23]=2)[C:14]=1[C:15]1[CH:20]=[CH:19][C:18]([F:21])=[CH:17][CH:16]=1.C(O)C.O.[OH-].[Na+:55]. The catalyst is CO.C(Cl)Cl. The product is [Na+:55].[F:21][C:18]1[CH:19]=[CH:20][C:15]([C:14]2[C:13]([C:22]3[CH:23]=[CH:24][CH:25]=[CH:26][CH:27]=3)=[C:12]([C:28](=[O:43])[NH:29][CH2:30][C:31]3[CH:36]=[CH:35][C:34]([C:37]([O:39][CH:40]([CH3:42])[CH3:41])=[O:38])=[CH:33][CH:32]=3)[N:11]([CH:44]([CH3:45])[CH3:46])[C:10]=2[CH:9]=[CH:8][C@@H:7]([OH:47])[CH2:6][C@@H:5]([OH:48])[CH2:4][C:3]([O-:49])=[O:2])=[CH:16][CH:17]=1. The yield is 1.00. (5) The reactants are [CH:1]12[O:9][CH:5]([CH2:6][NH:7][CH2:8]1)[CH2:4][N:3]([CH2:10][CH2:11][O:12][C:13]1[CH:20]=[CH:19][C:16]([C:17]#[N:18])=[CH:15][CH:14]=1)[CH2:2]2.Cl[CH2:22][CH2:23][CH2:24][CH2:25][C:26]1[CH:31]=[CH:30][N:29]=[CH:28][CH:27]=1.C([O-])([O-])=O.[K+].[K+]. The catalyst is CC#N.BrBr. The product is [N:29]1[CH:30]=[CH:31][C:26]([CH2:25][CH2:24][CH2:23][CH2:22][N:7]2[CH2:8][CH:1]3[O:9][CH:5]([CH2:4][N:3]([CH2:10][CH2:11][O:12][C:13]4[CH:20]=[CH:19][C:16]([C:17]#[N:18])=[CH:15][CH:14]=4)[CH2:2]3)[CH2:6]2)=[CH:27][CH:28]=1. The yield is 0.572. (6) The reactants are [F:1][C:2]1[CH:23]=[C:22]([N+:24]([O-])=O)[CH:21]=[CH:20][C:3]=1[O:4][C:5]1[CH:10]=[CH:9][N:8]=[C:7]2[CH:11]=[C:12]([C:14]([NH:16][N:17]([CH3:19])[CH3:18])=[O:15])[S:13][C:6]=12.[NH4+].[Cl-].O. The catalyst is CCO.[Fe]. The product is [NH2:24][C:22]1[CH:21]=[CH:20][C:3]([O:4][C:5]2[CH:10]=[CH:9][N:8]=[C:7]3[CH:11]=[C:12]([C:14]([NH:16][N:17]([CH3:19])[CH3:18])=[O:15])[S:13][C:6]=23)=[C:2]([F:1])[CH:23]=1. The yield is 0.850. (7) The reactants are [NH2:1][C:2]1[CH:7]=[CH:6][C:5]([N:8]2[C:12]3=[N:13][CH:14]=[N:15][C:16]([NH2:17])=[C:11]3[CH:10]=[N:9]2)=[CH:4][CH:3]=1.[S:18]1[CH:22]=[CH:21][C:20]([S:23](Cl)(=[O:25])=[O:24])=[CH:19]1.C(N(C(C)C)CC)(C)C.CN(C=O)C. The catalyst is CO. The product is [NH2:17][C:16]1[N:15]=[CH:14][N:13]=[C:12]2[N:8]([C:5]3[CH:6]=[CH:7][C:2]([NH:1][S:23]([C:20]4[CH:21]=[CH:22][S:18][CH:19]=4)(=[O:25])=[O:24])=[CH:3][CH:4]=3)[N:9]=[CH:10][C:11]=12. The yield is 0.200.